From a dataset of Forward reaction prediction with 1.9M reactions from USPTO patents (1976-2016). Predict the product of the given reaction. (1) Given the reactants Cl.Cl.[NH:3]([C:5]1[NH:9][N:8]=[N:7][N:6]=1)[NH2:4].C([O-])(=O)C.[Na+].[CH2:15]([O:17][C:18]1(O[Si](C)(C)C)[CH2:20][CH2:19]1)[CH3:16], predict the reaction product. The product is: [CH2:15]([O:17][C:18]1([NH:4][NH:3][C:5]2[NH:9][N:8]=[N:7][N:6]=2)[CH2:20][CH2:19]1)[CH3:16]. (2) Given the reactants [CH:1]1[N:5]2[C:6]3[C:11]([NH:12][C:13](=[O:14])[C:4]2=[CH:3][CH:2]=1)=[CH:10][CH:9]=[CH:8][CH:7]=3.C1C(=O)N([Cl:22])C(=O)C1, predict the reaction product. The product is: [Cl:22][C:1]1[N:5]2[C:6]3[C:11]([NH:12][C:13](=[O:14])[C:4]2=[CH:3][CH:2]=1)=[CH:10][CH:9]=[CH:8][CH:7]=3. (3) Given the reactants [C:1]([O:5][C:6]([N:8]1[CH2:13][CH2:12][C@H:11]([C:14]([OH:16])=[O:15])[C@H:10]([CH3:17])[CH2:9]1)=[O:7])([CH3:4])([CH3:3])[CH3:2].[Li+].CC([N-]C(C)C)C.CO, predict the reaction product. The product is: [C:1]([O:5][C:6]([N:8]1[CH2:13][CH2:12][CH:11]([C:14]([OH:16])=[O:15])[CH:10]([CH3:17])[CH2:9]1)=[O:7])([CH3:4])([CH3:2])[CH3:3]. (4) Given the reactants C(N(CC)CC)C.[I:8][C:9]1[CH:15]=[CH:14][C:12]([NH2:13])=[CH:11][CH:10]=1.Br[CH2:17][CH2:18][CH2:19][CH2:20][C:21](Cl)=[O:22].CC(C)([O-])C.[K+].Cl, predict the reaction product. The product is: [I:8][C:9]1[CH:15]=[CH:14][C:12]([N:13]2[CH2:17][CH2:18][CH2:19][CH2:20][C:21]2=[O:22])=[CH:11][CH:10]=1.